The task is: Predict the product of the given reaction.. This data is from Forward reaction prediction with 1.9M reactions from USPTO patents (1976-2016). (1) Given the reactants [C:1]([N:8]1[CH:12]=[CH:11]N=C1)(N1C=CN=C1)=[O:2].Cl.N1C=CN=C1.[F:19][C:20]([F:51])([F:50])[C:21]1[CH:22]=[C:23]([C:27]2[C@:28]3([CH2:44][CH2:43][C@H:42]4[C@@H:33]([CH2:34][CH2:35][C:36]5[CH:37]=[C:38]([O:45][CH2:46]C(O)=O)[CH:39]=[CH:40][C:41]=54)[C@@H:30]3[CH2:31][CH:32]=2)[CH3:29])[CH:24]=[N:25][CH:26]=1.C(N)C, predict the reaction product. The product is: [CH2:12]([NH:8][C:1](=[O:2])[CH2:46][O:45][C:38]1[CH:39]=[CH:40][C:41]2[C@@H:42]3[C@H:33]([C@H:30]4[C@@:28]([CH2:44][CH2:43]3)([CH3:29])[C:27]([C:23]3[CH:24]=[N:25][CH:26]=[C:21]([C:20]([F:50])([F:51])[F:19])[CH:22]=3)=[CH:32][CH2:31]4)[CH2:34][CH2:35][C:36]=2[CH:37]=1)[CH3:11]. (2) Given the reactants [H-].[Na+].[Br:3][C:4]1[CH:5]=[C:6]2[C:10](=[CH:11][C:12]=1[CH3:13])[NH:9][C:8](=[O:14])[CH2:7]2.[Cl:15][C:16]1[C:25]2[C:20](=[CH:21][C:22]([O:26][CH2:27][CH2:28][CH2:29][N:30]3[CH2:35][CH2:34][O:33][CH2:32][CH2:31]3)=[CH:23][CH:24]=2)[N:19]=[CH:18][N:17]=1, predict the reaction product. The product is: [ClH:15].[ClH:15].[Br:3][C:4]1[CH:5]=[C:6]2[C:10](=[CH:11][C:12]=1[CH3:13])[NH:9][C:8]([OH:14])=[C:7]2[C:16]1[C:25]2[C:20](=[CH:21][C:22]([O:26][CH2:27][CH2:28][CH2:29][N:30]3[CH2:35][CH2:34][O:33][CH2:32][CH2:31]3)=[CH:23][CH:24]=2)[N:19]=[CH:18][N:17]=1. (3) The product is: [CH:5]([C:4]1[CH:3]=[C:2](/[CH:12]=[CH:11]/[C:10]([O:14][CH2:15][CH3:16])=[O:13])[CH:9]=[CH:8][CH:7]=1)=[O:6]. Given the reactants Br[C:2]1[CH:3]=[C:4]([CH:7]=[CH:8][CH:9]=1)[CH:5]=[O:6].[C:10]([O:14][CH2:15][CH3:16])(=[O:13])[CH:11]=[CH2:12].C([O-])(O)=O.[Na+].C1C=CC(P(C2C=CC=CC=2)C2C=CC=CC=2)=CC=1, predict the reaction product. (4) Given the reactants [O:1]1[CH:5]=[CH:4][C:3]([C:6]([N:8]2[CH2:13][CH2:12][N:11]([C:14]3[N:21]=[C:20]([CH:22]([CH3:24])[CH3:23])[CH:19]=[C:18]([C:25]4[CH:30]=[CH:29][CH:28]=[CH:27][C:26]=4[OH:31])[C:15]=3[C:16]#[N:17])[CH2:10][C@H:9]2[CH3:32])=[O:7])=[CH:2]1.[H-].[Na+].CN(C=O)C.[CH2:40](Br)[CH3:41], predict the reaction product. The product is: [CH2:40]([O:31][C:26]1[CH:27]=[CH:28][CH:29]=[CH:30][C:25]=1[C:18]1[C:15]([C:16]#[N:17])=[C:14]([N:11]2[CH2:12][CH2:13][N:8]([C:6]([C:3]3[CH:4]=[CH:5][O:1][CH:2]=3)=[O:7])[C@H:9]([CH3:32])[CH2:10]2)[N:21]=[C:20]([CH:22]([CH3:24])[CH3:23])[CH:19]=1)[CH3:41]. (5) Given the reactants [CH3:1][N:2]1[C@@H:12]2[CH2:13][C:14]3[CH:19]=[CH:18][C:17]([OH:20])=[C:16]4[O:21][C@H:6]5[C:7]([CH:9]=[CH:10][C@:11]2([OH:22])[C@:5]5([C:15]=34)[CH2:4][CH2:3]1)=[O:8].C(=O)(O)[O-].[Na+].[I-].[Na+].[CH:30]1(CBr)[CH2:32][CH2:31]1.Cl, predict the reaction product. The product is: [CH:19]1[C:14]2[CH2:13][C@H:12]3[N:2]([CH2:1][CH:30]4[CH2:32][CH2:31]4)[CH2:3][CH2:4][C@:5]45[C@H:6]([C:7]([CH2:9][CH2:10][C@@:11]34[OH:22])=[O:8])[O:21][C:16]([C:15]=25)=[C:17]([OH:20])[CH:18]=1. (6) Given the reactants [CH3:1][C:2]1[C:10]2[NH:9][C:8](=[O:11])[NH:7][C:6]=2[CH:5]=[C:4]([CH3:12])[CH:3]=1.[H-].[Na+].Br[CH2:16][C:17]([O:19][C:20]([CH3:23])([CH3:22])[CH3:21])=[O:18], predict the reaction product. The product is: [CH3:1][C:2]1[C:10]2[NH:9][C:8](=[O:11])[N:7]([CH2:16][C:17]([O:19][C:20]([CH3:23])([CH3:22])[CH3:21])=[O:18])[C:6]=2[CH:5]=[C:4]([CH3:12])[CH:3]=1.